Dataset: Full USPTO retrosynthesis dataset with 1.9M reactions from patents (1976-2016). Task: Predict the reactants needed to synthesize the given product. (1) Given the product [CH2:3]([C:10]1[N:14]([CH3:20])[C:13]2[CH:15]=[CH:16][C:17]([Br:19])=[CH:18][C:12]=2[N:11]=1)[C:4]1[CH:5]=[CH:6][CH:7]=[CH:8][CH:9]=1, predict the reactants needed to synthesize it. The reactants are: [OH-].[K+].[CH2:3]([C:10]1[NH:14][C:13]2[CH:15]=[CH:16][C:17]([Br:19])=[CH:18][C:12]=2[N:11]=1)[C:4]1[CH:9]=[CH:8][CH:7]=[CH:6][CH:5]=1.[CH3:20]I. (2) Given the product [Br:1][C:2]1[CH:3]=[CH:4][CH:5]=[C:6]2[C:10]=1[N:9]([CH2:15][C:16]([O:18][C:19]([CH3:22])([CH3:21])[CH3:20])=[O:17])[N:8]=[C:7]2[C:11](=[O:12])[NH2:13], predict the reactants needed to synthesize it. The reactants are: [Br:1][C:2]1[CH:3]=[CH:4][CH:5]=[C:6]2[C:10]=1[NH:9][N:8]=[C:7]2[C:11]([NH2:13])=[O:12].Br[CH2:15][C:16]([O:18][C:19]([CH3:22])([CH3:21])[CH3:20])=[O:17].C(=O)([O-])[O-].[K+].[K+]. (3) Given the product [CH3:19][O:18][C:15]1[CH:14]=[CH:13][C:12]([CH:9]([NH2:10])[C:6]2[CH:7]=[CH:8][C:3]([O:2][CH3:1])=[CH:4][CH:5]=2)=[CH:17][CH:16]=1, predict the reactants needed to synthesize it. The reactants are: [CH3:1][O:2][C:3]1[CH:8]=[CH:7][C:6]([C:9]([C:12]2[CH:17]=[CH:16][C:15]([O:18][CH3:19])=[CH:14][CH:13]=2)=[N:10]O)=[CH:5][CH:4]=1.C([O-])(=O)C.[NH4+].C(OCC)(=O)C. (4) Given the product [Na:7].[F:19][C:9]([F:8])([S:15]([OH:23])(=[O:17])=[O:16])[CH2:10][OH:12], predict the reactants needed to synthesize it. The reactants are: [H-].[Al+3].[Li+].[H-].[H-].[H-].[Na:7].[F:8][C:9]([F:19])([S:15](F)(=[O:17])=[O:16])[C:10]([O:12]CC)=O.Cl.C(OCC)(=[O:23])C.